Dataset: NCI-60 drug combinations with 297,098 pairs across 59 cell lines. Task: Regression. Given two drug SMILES strings and cell line genomic features, predict the synergy score measuring deviation from expected non-interaction effect. (1) Cell line: HS 578T. Synergy scores: CSS=-1.95, Synergy_ZIP=-5.43, Synergy_Bliss=-6.59, Synergy_Loewe=-21.9, Synergy_HSA=-10.1. Drug 1: CN(C)N=NC1=C(NC=N1)C(=O)N. Drug 2: C1CN(CCN1C(=O)CCBr)C(=O)CCBr. (2) Drug 1: CN1C(=O)N2C=NC(=C2N=N1)C(=O)N. Drug 2: CC1CCC2CC(C(=CC=CC=CC(CC(C(=O)C(C(C(=CC(C(=O)CC(OC(=O)C3CCCCN3C(=O)C(=O)C1(O2)O)C(C)CC4CCC(C(C4)OC)OP(=O)(C)C)C)C)O)OC)C)C)C)OC. Cell line: SK-OV-3. Synergy scores: CSS=13.2, Synergy_ZIP=10.7, Synergy_Bliss=8.08, Synergy_Loewe=-9.03, Synergy_HSA=2.23. (3) Drug 1: C1=CN(C(=O)N=C1N)C2C(C(C(O2)CO)O)O.Cl. Drug 2: COC1=C2C(=CC3=C1OC=C3)C=CC(=O)O2. Cell line: SNB-19. Synergy scores: CSS=22.2, Synergy_ZIP=-2.13, Synergy_Bliss=3.91, Synergy_Loewe=-18.2, Synergy_HSA=2.59. (4) Cell line: MCF7. Synergy scores: CSS=10.7, Synergy_ZIP=-2.37, Synergy_Bliss=-2.99, Synergy_Loewe=-22.4, Synergy_HSA=-6.50. Drug 1: COC1=NC(=NC2=C1N=CN2C3C(C(C(O3)CO)O)O)N. Drug 2: CC1=C(C(=O)C2=C(C1=O)N3CC4C(C3(C2COC(=O)N)OC)N4)N. (5) Drug 1: CC12CCC(CC1=CCC3C2CCC4(C3CC=C4C5=CN=CC=C5)C)O. Cell line: 786-0. Synergy scores: CSS=40.5, Synergy_ZIP=0.117, Synergy_Bliss=-0.651, Synergy_Loewe=-14.0, Synergy_HSA=0.00218. Drug 2: CC1C(C(CC(O1)OC2CC(CC3=C2C(=C4C(=C3O)C(=O)C5=CC=CC=C5C4=O)O)(C(=O)C)O)N)O. (6) Drug 1: CCCS(=O)(=O)NC1=C(C(=C(C=C1)F)C(=O)C2=CNC3=C2C=C(C=N3)C4=CC=C(C=C4)Cl)F. Drug 2: CC1=C(C(CCC1)(C)C)C=CC(=CC=CC(=CC(=O)O)C)C. Cell line: 786-0. Synergy scores: CSS=-0.156, Synergy_ZIP=0.116, Synergy_Bliss=-1.69, Synergy_Loewe=-2.48, Synergy_HSA=-3.03.